This data is from Drug-target binding data from BindingDB using IC50 measurements. The task is: Regression. Given a target protein amino acid sequence and a drug SMILES string, predict the binding affinity score between them. We predict pIC50 (pIC50 = -log10(IC50 in M); higher means more potent). Dataset: bindingdb_ic50. (1) The pIC50 is 4.2. The target protein (P0CT06) has sequence MASKNMVNPAVEPSMEDDLFAREVAEVKQWWSDPRWRYTKRPFTAEQIVSKRGNLKIEYPSNAQSKKLWKILEGRFQKRDASYTYGCLEPTMVTQMAKYLDTVYVSGWQSSSTASSSDEPGPDLADYPYTTVPNKVSHLFMAQLFHDRKQRHERLSAPKSERSKLQNIDYLRPIIADADTGHGGLTAVMKLTKLFIEKGAAGIHIEDQAPGTKKCGHMAGKVLVPISEHINRLVAIRAQADIMGVDLLAIARTDAEAATLITTSIDPRDHAFILGCTNPSLQPLADLMNTAEQSGKTGDQLQAIEDEWMAKANLKRFDDAVVDVINSSSSIRNPKDVAAKYLQAAKGKSNREARAIASSLGVPEIFFDWDSPRTREGYFRIKGGCDCAINRAIAYAPYADAIWMESKLPDYEQAKEFAEGVHAVYPEQKLAYNLSPSFNWKTAMPRDEQETYIRRLAGLGYCWQFITLAGLHTTALISDRFARAYSEVGMRAYGELVQEP.... The drug is C=C1CCC[C@H]2[C@]1(C)CC[C@@H](C)[C@]2(C)CCC(CCCc1ccoc1)COS(=O)(=O)[O-]. (2) The compound is COC(=O)c1ccc(N=CC2C(=O)Nc3ccccc32)cc1. The target protein (P0A752) has sequence MKSLQALFGGTFDPVHYGHLKPVETLANLIGLTRVTIIPNNVPPHRPQPEANSVQRKHMLELAIADKPLFTLDERELKRNAPSYTAQTLKEWRQEQGPDVPLAFIIGQDSLLTFPTWYEYETILDNAHLIVCRRPGYPLEMAQPQYQQWLEDHLTHNPEDLHLQPAGKIYLAETPWFNISATIIRERLQNGESCEDLLPEPVLTYINQQGLYR. The pIC50 is 3.7. (3) The drug is CCNC(=O)C(=O)[O-]. The target protein (P00342) has sequence MSTVKEQLIQNLVPEDKLSRCKITVVGVGNVGMACAISILLKGLADELALVDADTNKLRGEALDLLHGSLFLSTPKIVFGKDYNVSANSKLVIITAGARMVSGETRLDLLQRNVAIMKAIVPGIVQNSPDCKIIIVTNPVDILTYVVWKISGFPVGRVIGSGCNLDSARFRYLIGEKLGVNPTSCHGWVLGEHGDSSVPIWSGVNVAGVTLKSLNPAIGTDSDKEHWKNVHKQVVEGGYEVLNMKGYTSWAIGLSVTDLARSILKNLKRVHPVTTLVKGFHGIKEEVFLSIPCVLGQSGITDFVKVNMTAEEEGLLKKSADTLWNMQKDLQL. The pIC50 is 5.7. (4) The compound is CC(CCC(=O)Nc1nnc(S(N)(=O)=O)s1)C1CCC2C3C(O)CC4CC(O)CCC4(C)C3CCC12C. The target protein sequence is MTKHYDYIAIGGGSGGIASINRAAMYGQKCALIEAKELGGTCVNVGCVPKKVMWHAAQIREAIHMYGPDYGFDTTINKFNWETLIASRTAYIDRIHTSYENVLGKNNVDVIKGFARFVDAKTLEVNGETITADHILIATGGRPSHPDIPGVEYGIDSDGFFALPALPERVAVVGAGYIAVELAGVINGLGAKTHLFVRKHAPLRSFDPMISETLVEVMNAEGPQLHTNAIPKAVVKNADGSLTLELEDGRSETVDCLIWAIGREPANDNINLEAAGVKTNEKGYIVVDKYQNTNVEGIYAVGDNTGAVELTPVAVAAGRRLSERLFNNKPDEHLDYSNIPTVVFSHPPIGTVGLTEPQAREQYGDDQVKVYKSSFTAMYTAVTTHRQPCRMKLVCVGPEEKIVGIHGIGFGMDEMLQGFAVALKMGATKKDFDNTVAIHPTAAEEFVTMR. The pIC50 is 5.3. (5) The drug is FC1Cc2cn(-c3c(Cl)cc(C(F)(F)F)cc3Cl)nc2C1F. The target protein (Q75NA5) has sequence MSDSMLYQTLQTCLPKSRLITLWLAFTLAMLIQEPRRHAATVNAATAGGSMLGDVNISAILDSFSVSYDKRVRPNYGGPPVEVGVTMYVLSISSLSEVKMDFTLDFYFRQFWTDPRLAYRKRPGVETLSVGSEFIKNIWVPDTFFVNEKQSYFHIATTSNEFIRVHHSGSITRSIRLTITASCPMNLQYFPMDRQLCHIEIESFGYTMRDIRYKWNEGPNSVGVSSEVSLPQFKVLGHRQRAVEISLTTGNYSRLACEIQFVRSMGYYLIQIYIPSGLIVVISWVSFWLNRNATPARVALGVTTVLTMTTLMSSTNAALPKISYVKSIDVYLGTCFVMVFASLLEYATVGYMAKRIQMRKQRFMTIQKMAEQKKQQQLDGVQPPPNPNPNTMVDHGGHGHGHGHHSHGHPHVPKQTVSNRPIGFQTMQQQNIGGRGCSIVGPLFQEVRFKVHDPKAHSKGGTLENTVNGGRGGPPVGPHGPGPQGPPGGPPAGGGGGGAP.... The pIC50 is 6.7. (6) The small molecule is COc1ccc2[nH]cc(CCNC(=O)C3CCN(Cc4ccccc4C)CC3)c2c1. The pIC50 is 5.5. The target protein sequence is MHSKVTIICIRFLFWFLLLCMLIGKSHTEDDIIIATKNGKVRGMNLTVFGGTVTAFLGIPYAQPPLGRLRFKKPQSLTKWSDIWNATKYANSCCQNIDQSFPGFHGSEMWNPNTDLSEDCLYLNVWIPAPKPKNATVLIWIYGGGFQTGTSSLHVYDGKFLARVERVIVVSMNYRVGALGFLALPGNPEAPGNMGLFDQQLALQWVQKNIAAFGGNPKSVTLFGESAGAASVSLHLLSPGSHSLFTRAILQSGSFNAPWAVTSLYEARNRTLNLAKLTGCSRENETEIIKCLRNKDPQEILLNEAFVVPYGTPLSVNFGPTVDGDFLTDMPDILLELGQFKKTQILVGVNKDEGTAFLVYGAPGFSKDNNSIITRKEFQEGLKIFFPGVSEFGKESILFHYTDWVDDQRPENYREALGDVVGDYNFICPALEFTKKFSEWGNNAFFYYFEHRSSKLPWPEWMGVMHGYEIEFVFGLPLERRDNYTKAEEILSRSIVKRWA.... (7) The drug is OC[C@H]1N[C@H](CO)[C@@H](O)[C@@H]1O. The target protein sequence is MGTGSLAPGVRAGGGNTGWLWMSSCNLGLPVLSISFLIWLLLAAPGAQAAGYKTCPTTKPGMLNVHLLPHTHDDVGWLKTVDQYYYGIMSDVQHASVQYILDSVIYSLLNDPTRRFIYVEMAFFSRWWKQQTNVTQDAVRNLVRQGRLEFVNGGWVMNDEAATHYGAIVDQMTLGLRFLQDTFGSDGLPRVAWHIDPFGHSREQASLFAQMGFDGFFLGRIDYQDKFNRKRKLKMEELWRASASLKPPAADLFTGVLPNNYNPPKDLCWDVLCTDPPVVDDPTSPEFNANKLVDYFLNLASSQKKYYRTNHTVMTMGSDFQYENANMWFKNMDKLIRLVNEQQANGSKVHVLYSTPSCYLWELNKANLTWTVKEDDFFPYADGPHMFWTGYFSSRPALKRYERLSYNFLQVCNQLEALVGPEAKVGPYGSGDSAPLNEAMAVLQHHDAVTGTARQNVVNDYAKQLAAGWGPCEVLVSNALARLSLYKQNFSFCREINISI.... The pIC50 is 4.3. (8) The small molecule is C[C@H](CNCCCCC(=O)O)[C@H]1CC[C@H]2C3CC=C4C[C@@H](O)CC[C@]4(C)[C@H]3CC[C@@]21C. The target protein (Q9LM02) has sequence MDLASNLGGKIDKSDVLTAVEKYEQYHVFHGGNEEERKANYTDMVNKYYDLATSFYEYGWGESFHFAQRWKGESLRESIKRHEHFLALQLGIQPGQKVLDVGCGIGGPLREIARFSNSVVTGLNNNEYQITRGKELNRLAGVDKTCNFVKADFMKMPFPENSFDAVYAIEATCHAPDAYGCYKEIYRVLKPGQCFAAYEWCMTDAFDPDNAEHQKIKGEIEIGDGLPDIRLTTKCLEALKQAGFEVIWEKDLAKDSPVPWYLPLDKNHFSLSSFRLTAVGRFITKNMVKILEYIRLAPQGSQRVSNFLEQAAEGLVDGGRREIFTPMYFFLARKPE. The pIC50 is 4.3. (9) The compound is COc1cccc(N2CC=C(c3cccc([N+](=O)[O-])c3)N(C)C2=O)c1. The target protein (Q8R455) has sequence MSFEGARLSMRSRRNGTLGSTRTLYSSVSRSTDVSYSESDLVNFIQANFKKRECVFFTRDSKAMESICKCGYAQSQHIEGTQINQNEKWNYKKHTKEFPTDAFGDIQFETLGKKGKYLRLSCDTDSETLYELLTQHWHLKTPNLVISVTGGAKNFALKPRMRKIFSRLIYIAQSKGAWILTGGTHYGLMKYIGEVVRDNTISRNSEENIVAIGIAAWGMVSNRDTLIRNCDDEGHFSAQYIMDDFMRDPLYILDNNHTHLLLVDNGCHGHPTVEAKLRNQLEKYISERTSQDSNYGGKIPIVCFAQGGGRETLKAINTSVKSKIPCVVVEGSGQIADVIASLVEVEDVLTSSMVKEKLVRFLPRTVSRLPEEEIESWIKWLKEILESPHLLTVIKMEEAGDEVVSSAISYALYKAFSTNEQDKDNWNGQLKLLLEWNQLDLASDEIFTNDRRWESADLQEVMFTALIKDRPKFVRLFLENGLNLQKFLTNEVLTELFSTH.... The pIC50 is 4.2.